From a dataset of Forward reaction prediction with 1.9M reactions from USPTO patents (1976-2016). Predict the product of the given reaction. (1) Given the reactants [Br:1][C:2]1[CH:3]=[C:4]([NH:9][C:10](=[O:14])[CH:11]=NO)[CH:5]=[CH:6][C:7]=1[F:8].S(=O)(=O)(O)[OH:16], predict the reaction product. The product is: [Br:1][C:2]1[CH:3]=[C:4]2[C:5]([C:11](=[O:16])[C:10](=[O:14])[NH:9]2)=[CH:6][C:7]=1[F:8]. (2) Given the reactants Br[CH:2]1[C:7](=O)[CH2:6][CH2:5][N:4]([C:9]([O:11][CH2:12][C:13]2[CH:18]=[CH:17][CH:16]=[CH:15][CH:14]=2)=[O:10])[CH2:3]1.[CH3:19][O:20][C:21]1[CH:29]=[CH:28][C:24]([C:25]([NH2:27])=[S:26])=[CH:23][CH:22]=1, predict the reaction product. The product is: [CH2:12]([O:11][C:9]([N:4]1[CH2:5][CH2:6][C:7]2[N:27]=[C:25]([C:24]3[CH:28]=[CH:29][C:21]([O:20][CH3:19])=[CH:22][CH:23]=3)[S:26][C:2]=2[CH2:3]1)=[O:10])[C:13]1[CH:18]=[CH:17][CH:16]=[CH:15][CH:14]=1.